This data is from Reaction yield outcomes from USPTO patents with 853,638 reactions. The task is: Predict the reaction yield, written as a fraction of the theoretical maximum amount of product (1.0 means a 100% yield; for example, 0.34 means a 34% yield). The reactants are [Br:1][C:2]1[C:3]([O:21][CH3:22])=[C:4]([CH2:10][C:11]([C:13]2[CH:18]=[CH:17][C:16]([OH:19])=[CH:15][C:14]=2[OH:20])=[O:12])[CH:5]=[C:6]([O:8][CH3:9])[CH:7]=1.[CH2:23](OC(OCC)OCC)C.Cl. The catalyst is N1CCOCC1. The product is [Br:1][C:2]1[C:3]([O:21][CH3:22])=[C:4]([C:10]2[C:11](=[O:12])[C:13]3[C:14](=[CH:15][C:16]([OH:19])=[CH:17][CH:18]=3)[O:20][CH:23]=2)[CH:5]=[C:6]([O:8][CH3:9])[CH:7]=1. The yield is 0.300.